This data is from Catalyst prediction with 721,799 reactions and 888 catalyst types from USPTO. The task is: Predict which catalyst facilitates the given reaction. (1) Reactant: [Cl:1][C:2]1[N:3]=[CH:4][NH:5][C:6]=1[Cl:7].[OH-].[K+].[Br:10][CH2:11][C:12]1[CH:25]=[CH:24][C:23]2[C:14](=[CH:15][C:16]3[C:21]([CH:22]=2)=[CH:20][CH:19]=[CH:18][CH:17]=3)[CH:13]=1.Br[CH2:27][C:28]1[CH:37]=[CH:36][C:35]2[C:30](=[CH:31][CH:32]=[CH:33][CH:34]=2)[CH:29]=1. Product: [Br-:10].[CH:13]1[C:14]2[C:23](=[CH:22][C:21]3[C:16]([CH:15]=2)=[CH:17][CH:18]=[CH:19][CH:20]=3)[CH:24]=[CH:25][C:12]=1[CH2:11][N+:3]1[C:2]([Cl:1])=[C:6]([Cl:7])[N:5]([CH2:27][C:28]2[CH:37]=[CH:36][C:35]3[C:30](=[CH:31][CH:32]=[CH:33][CH:34]=3)[CH:29]=2)[CH:4]=1. The catalyst class is: 10. (2) Reactant: [C:1]([Cl:6])([C:3](Cl)=O)=[O:2].CN(C=O)C.[CH2:12]([N:14]1[C:20]2[N:21]=[CH:22][C:23]([CH2:25][CH2:26][O:27][C:28]3[CH:36]=[CH:35]C(C(O)=O)=[CH:30][C:29]=3[CH3:37])=[CH:24][C:19]=2[C:18](=[O:38])[N:17]([CH3:39])[C:16]2[CH:40]=[CH:41][CH:42]=[N:43][C:15]1=2)[CH3:13]. Product: [CH2:12]([N:14]1[C:20]2[N:21]=[CH:22][C:23]([CH2:25][CH2:26][O:27][C:28]3[CH:36]=[CH:35][C:3]([C:1]([Cl:6])=[O:2])=[CH:30][C:29]=3[CH3:37])=[CH:24][C:19]=2[C:18](=[O:38])[N:17]([CH3:39])[C:16]2[CH:40]=[CH:41][CH:42]=[N:43][C:15]1=2)[CH3:13]. The catalyst class is: 2. (3) Reactant: [CH3:1][O:2][C:3]([C@@H:5]1[C@@H:9]([CH2:10][C:11]2[CH:16]=[CH:15][C:14]([Cl:17])=[CH:13][CH:12]=2)[CH2:8][NH:7][CH2:6]1)=[O:4].Cl[CH2:19][C:20]1[C:29]2[C:24](=[CH:25][CH:26]=[CH:27][CH:28]=2)[CH:23]=[CH:22][CH:21]=1.C([O-])([O-])=O.[K+].[K+]. Product: [CH3:1][O:2][C:3]([C@@H:5]1[C@@H:9]([CH2:10][C:11]2[CH:12]=[CH:13][C:14]([Cl:17])=[CH:15][CH:16]=2)[CH2:8][N:7]([CH2:19][C:20]2[C:29]3[C:24](=[CH:25][CH:26]=[CH:27][CH:28]=3)[CH:23]=[CH:22][CH:21]=2)[CH2:6]1)=[O:4]. The catalyst class is: 861.